Dataset: NCI-60 drug combinations with 297,098 pairs across 59 cell lines. Task: Regression. Given two drug SMILES strings and cell line genomic features, predict the synergy score measuring deviation from expected non-interaction effect. (1) Drug 1: CCC(=C(C1=CC=CC=C1)C2=CC=C(C=C2)OCCN(C)C)C3=CC=CC=C3.C(C(=O)O)C(CC(=O)O)(C(=O)O)O. Drug 2: CN1C2=C(C=C(C=C2)N(CCCl)CCCl)N=C1CCCC(=O)O.Cl. Cell line: SF-539. Synergy scores: CSS=0.868, Synergy_ZIP=0.0968, Synergy_Bliss=1.46, Synergy_Loewe=-1.63, Synergy_HSA=-2.42. (2) Drug 1: C1=CC(=CC=C1CCCC(=O)O)N(CCCl)CCCl. Drug 2: C1CC(=O)NC(=O)C1N2C(=O)C3=CC=CC=C3C2=O. Cell line: MOLT-4. Synergy scores: CSS=57.1, Synergy_ZIP=4.33, Synergy_Bliss=3.30, Synergy_Loewe=-7.71, Synergy_HSA=2.24. (3) Cell line: SN12C. Synergy scores: CSS=4.32, Synergy_ZIP=-7.72, Synergy_Bliss=-1.62, Synergy_Loewe=-18.5, Synergy_HSA=-2.25. Drug 1: CN(CCCl)CCCl.Cl. Drug 2: C1CC(=O)NC(=O)C1N2C(=O)C3=CC=CC=C3C2=O. (4) Drug 1: CC1C(C(CC(O1)OC2CC(OC(C2O)C)OC3=CC4=CC5=C(C(=O)C(C(C5)C(C(=O)C(C(C)O)O)OC)OC6CC(C(C(O6)C)O)OC7CC(C(C(O7)C)O)OC8CC(C(C(O8)C)O)(C)O)C(=C4C(=C3C)O)O)O)O. Drug 2: C1C(C(OC1N2C=NC3=C2NC=NCC3O)CO)O. Cell line: PC-3. Synergy scores: CSS=26.6, Synergy_ZIP=0.373, Synergy_Bliss=-0.445, Synergy_Loewe=-11.4, Synergy_HSA=-1.96. (5) Drug 1: CC12CCC3C(C1CCC2=O)CC(=C)C4=CC(=O)C=CC34C. Drug 2: CC(C)(C#N)C1=CC(=CC(=C1)CN2C=NC=N2)C(C)(C)C#N. Cell line: SNB-75. Synergy scores: CSS=26.4, Synergy_ZIP=-8.82, Synergy_Bliss=-1.76, Synergy_Loewe=0.240, Synergy_HSA=-0.500.